The task is: Predict the reaction yield, written as a fraction of the theoretical maximum amount of product (1.0 means a 100% yield; for example, 0.34 means a 34% yield).. This data is from Reaction yield outcomes from USPTO patents with 853,638 reactions. (1) The reactants are [C:1]([C:3]([C:6]1[CH:7]=[C:8]([CH:42]=[CH:43][CH:44]=1)[C:9]([NH:11][C:12]1[CH:17]=[CH:16][C:15]([CH3:18])=[C:14]([C:19](=[O:41])[CH2:20][S:21]C(C2C=CC=CC=2)(C2C=CC=CC=2)C2C=CC=CC=2)[CH:13]=1)=[O:10])([CH3:5])[CH3:4])#[N:2].FC(F)(F)C(O)=O.C([SiH](CC)CC)C. The catalyst is C(Cl)Cl. The product is [C:1]([C:3]([C:6]1[CH:7]=[C:8]([CH:42]=[CH:43][CH:44]=1)[C:9]([NH:11][C:12]1[CH:17]=[CH:16][C:15]([CH3:18])=[C:14]([C:19](=[O:41])[CH2:20][SH:21])[CH:13]=1)=[O:10])([CH3:4])[CH3:5])#[N:2]. The yield is 0.250. (2) The reactants are [N:1]([C@:4]12[CH2:39][CH2:38][C@@H:37]([C:40]([CH3:42])=[CH2:41])[C@@H:5]1[C@@H:6]1[C@@:19]([CH3:22])([CH2:20][CH2:21]2)[C@@:18]2([CH3:23])[C@@H:9]([C@:10]3([CH3:36])[C@@H:15]([CH2:16][CH2:17]2)[C:14]([CH3:25])([CH3:24])[C:13]([C:26]2[CH:35]=[CH:34][C:29]([C:30]([O:32][CH3:33])=[O:31])=[CH:28][CH:27]=2)=[CH:12][CH2:11]3)[CH2:8][CH2:7]1)=[C:2]=[O:3].C(N(CC)C(C)C)(C)C.[CH3:52][N:53]([CH3:57])[CH2:54][CH2:55][NH2:56].Cl. The catalyst is C1COCC1.CCOC(C)=O. The product is [CH3:52][N:53]([CH3:57])[CH2:54][CH2:55][NH:56][C:2](=[O:3])[NH:1][C@:4]12[CH2:39][CH2:38][C@@H:37]([C:40]([CH3:42])=[CH2:41])[C@@H:5]1[C@@H:6]1[C@@:19]([CH3:22])([CH2:20][CH2:21]2)[C@@:18]2([CH3:23])[C@@H:9]([C@:10]3([CH3:36])[C@@H:15]([CH2:16][CH2:17]2)[C:14]([CH3:25])([CH3:24])[C:13]([C:26]2[CH:35]=[CH:34][C:29]([C:30]([O:32][CH3:33])=[O:31])=[CH:28][CH:27]=2)=[CH:12][CH2:11]3)[CH2:8][CH2:7]1. The yield is 0.900. (3) The catalyst is C(#N)C.O. The reactants are C(N(CC)CC)C.[CH3:8][C:9]1[NH:10][CH:11]=[CH:12][N:13]=1.Cl[C:15]([C:28]1[CH:33]=[CH:32][CH:31]=[CH:30][CH:29]=1)([C:22]1[CH:27]=[CH:26][CH:25]=[CH:24][CH:23]=1)[C:16]1[CH:21]=[CH:20][CH:19]=[CH:18][CH:17]=1.CCCC(C)C. The product is [CH3:8][C:9]1[N:10]([C:15]([C:16]2[CH:21]=[CH:20][CH:19]=[CH:18][CH:17]=2)([C:28]2[CH:29]=[CH:30][CH:31]=[CH:32][CH:33]=2)[C:22]2[CH:23]=[CH:24][CH:25]=[CH:26][CH:27]=2)[CH:11]=[CH:12][N:13]=1. The yield is 0.970.